The task is: Predict the reaction yield, written as a fraction of the theoretical maximum amount of product (1.0 means a 100% yield; for example, 0.34 means a 34% yield).. This data is from Reaction yield outcomes from USPTO patents with 853,638 reactions. (1) The reactants are [Cl:1][C:2]1[CH:7]=[CH:6][C:5]([OH:8])=[CH:4][CH:3]=1.[CH3:9][C:10]1[C:11](=O)[C:12](C)=[CH:13]C(=O)[CH:15]=1.CC(OP(C1C=CC=CC=1)C1C=CC=CC=1)(CC=C)C. The catalyst is ClC(Cl)C. The product is [Cl:1][C:2]1[CH:7]=[CH:6][C:5]([O:8][C:10]([CH3:15])([CH3:9])[CH2:11][CH:12]=[CH2:13])=[CH:4][CH:3]=1. The yield is 0.0200. (2) The catalyst is CN(C1C=CN=CC=1)C. The reactants are [CH3:1][N:2]1[C:10]([CH2:11][CH2:12][CH2:13][C:14]([OH:16])=[O:15])=[N:9][C:8]2[CH:7]=[C:6]([N:17]([CH2:21][CH2:22][Cl:23])[CH2:18][CH2:19][Cl:20])[CH:5]=[CH:4][C:3]1=2.Cl.[CH2:25](O)[CH2:26][CH2:27][CH3:28].C1(N=C=NC2CCCCC2)CCCCC1. The yield is 0.900. The product is [CH2:25]([O:15][C:14](=[O:16])[CH2:13][CH2:12][CH2:11][C:10]1[N:2]([CH3:1])[C:3]2[CH:4]=[CH:5][C:6]([N:17]([CH2:18][CH2:19][Cl:20])[CH2:21][CH2:22][Cl:23])=[CH:7][C:8]=2[N:9]=1)[CH2:26][CH2:27][CH3:28]. (3) The product is [C:44]([N:41]1[CH2:42][CH2:43][CH:38]([CH2:37][NH:36][C:15](=[O:17])[C:14]2[CH:18]=[CH:19][C:20]([O:21][CH3:22])=[C:12]([O:11][CH2:10][CH2:9][C:3]3[CH:4]=[CH:5][C:6]([Cl:8])=[CH:7][C:2]=3[Cl:1])[CH:13]=2)[CH2:39][CH2:40]1)(=[NH:45])[NH2:46]. The reactants are [Cl:1][C:2]1[CH:7]=[C:6]([Cl:8])[CH:5]=[CH:4][C:3]=1[CH2:9][CH2:10][O:11][C:12]1[CH:13]=[C:14]([CH:18]=[CH:19][C:20]=1[O:21][CH3:22])[C:15]([OH:17])=O.C(N1C=CN=C1)(N1C=CN=C1)=O.Cl.[NH2:36][CH2:37][CH:38]1[CH2:43][CH2:42][N:41]([C:44]([NH2:46])=[NH:45])[CH2:40][CH2:39]1.CS(C)=O. The yield is 0.200. The catalyst is CN(C=O)C. (4) The reactants are [F:1][C:2]1[CH:7]=[CH:6][C:5]([C:8]2[CH:13]=[CH:12][N:11]=[CH:10][C:9]=2[N:14]([CH2:22][C:23]2([CH3:27])[CH2:26][O:25][CH2:24]2)C(=O)OC(C)(C)C)=[C:4]([O:28][CH3:29])[CH:3]=1. The catalyst is FC(F)(F)CO. The product is [F:1][C:2]1[CH:7]=[CH:6][C:5]([C:8]2[CH:13]=[CH:12][N:11]=[CH:10][C:9]=2[NH:14][CH2:22][C:23]2([CH3:27])[CH2:26][O:25][CH2:24]2)=[C:4]([O:28][CH3:29])[CH:3]=1. The yield is 0.490. (5) The reactants are Br[C:2]1[CH:3]=[C:4]([NH2:9])[C:5]([Cl:8])=[N:6][CH:7]=1.[CH3:10][C:11]1[C:15](B(O)O)=[C:14]([CH3:19])[O:13][N:12]=1.P([O-])([O-])([O-])=O.[K+].[K+].[K+]. The catalyst is C1COCC1.C1C=CC(P(C2C=CC=CC=2)[C-]2C=CC=C2)=CC=1.C1C=CC(P(C2C=CC=CC=2)[C-]2C=CC=C2)=CC=1.Cl[Pd]Cl.[Fe+2].C(Cl)Cl. The product is [Cl:8][C:5]1[C:4]([NH2:9])=[CH:3][C:2]([C:15]2[C:11]([CH3:10])=[N:12][O:13][C:14]=2[CH3:19])=[CH:7][N:6]=1. The yield is 0.730. (6) The reactants are [F:1][C:2]1[C:3]2[CH2:33][NH:32][C:31](=[O:34])[C:4]=2[C:5]([NH:23][C:24]2[CH:25]=[C:26]([CH3:30])[CH:27]=[CH:28][CH:29]=2)=[N:6][C:7]=1[NH:8][C@@H:9]1[CH2:14][CH2:13][CH2:12][CH2:11][C@@H:10]1[NH:15]C(=O)OC(C)(C)C.C(O)(C(F)(F)F)=O. The catalyst is C(Cl)Cl. The product is [NH2:15][C@H:10]1[CH2:11][CH2:12][CH2:13][CH2:14][C@H:9]1[NH:8][C:7]1[N:6]=[C:5]([NH:23][C:24]2[CH:25]=[C:26]([CH3:30])[CH:27]=[CH:28][CH:29]=2)[C:4]2[C:31](=[O:34])[NH:32][CH2:33][C:3]=2[C:2]=1[F:1]. The yield is 0.635. (7) The reactants are [H-].[Al+3].[Li+].[H-].[H-].[H-].[CH3:7][O:8][C:9]1[CH:22]=[CH:21][C:12]([CH2:13][C@H:14]([CH:18]([CH3:20])[CH3:19])[C:15](O)=[O:16])=[CH:11][C:10]=1[O:23][CH2:24][CH2:25][CH2:26][O:27][CH3:28].[Mn]([O-])(=O)(=O)=O.[K+].[OH-].[Na+]. The catalyst is C1COCC1.C1(C)C=CC=CC=1.O.C(OCC)(=O)C. The product is [CH3:7][O:8][C:9]1[CH:22]=[CH:21][C:12]([CH2:13][C@H:14]([CH:18]([CH3:20])[CH3:19])[CH2:15][OH:16])=[CH:11][C:10]=1[O:23][CH2:24][CH2:25][CH2:26][O:27][CH3:28]. The yield is 0.970. (8) The reactants are C1(P(C2C=CC=CC=2)C2C=CC3C(=CC=CC=3)C=2C2C3C(=CC=CC=3)C=CC=2P(C2C=CC=CC=2)C2C=CC=CC=2)C=CC=CC=1.Br[C:48]1[CH:64]=[C:63]([O:65][CH3:66])[C:51]([C:52]([NH:54][CH2:55][C:56]2[CH:61]=[CH:60][C:59]([Cl:62])=[CH:58][CH:57]=2)=[O:53])=[C:50]([F:67])[CH:49]=1.[NH:68]1[CH2:73][CH2:72][O:71][CH2:70][CH2:69]1.CC(C)([O-])C.[Na+]. The catalyst is C1(C)C=CC=CC=1.O.C1C=CC(/C=C/C(/C=C/C2C=CC=CC=2)=O)=CC=1.C1C=CC(/C=C/C(/C=C/C2C=CC=CC=2)=O)=CC=1.C1C=CC(/C=C/C(/C=C/C2C=CC=CC=2)=O)=CC=1.[Pd].[Pd]. The product is [Cl:62][C:59]1[CH:60]=[CH:61][C:56]([CH2:55][NH:54][C:52](=[O:53])[C:51]2[C:63]([O:65][CH3:66])=[CH:64][C:48]([N:68]3[CH2:73][CH2:72][O:71][CH2:70][CH2:69]3)=[CH:49][C:50]=2[F:67])=[CH:57][CH:58]=1. The yield is 0.330. (9) The reactants are C(Cl)CCl.Cl.[O:6]=[C:7]1[NH:13][C:12]2[N:14]=[CH:15][C:16](/[CH:18]=[CH:19]/[C:20]([OH:22])=O)=[CH:17][C:11]=2[CH2:10][CH2:9][CH2:8]1.[CH3:23][N:24]1[C:32]2[C:27](=[CH:28][CH:29]=[CH:30][CH:31]=2)[C:26]([CH2:33][NH:34][CH3:35])=[CH:25]1.C1C=CC2N(O)N=NC=2C=1.O.C(N(C(C)C)CC)(C)C. The catalyst is CN(C=O)C. The product is [CH3:35][N:34]([CH2:33][C:26]1[C:27]2[C:32](=[CH:31][CH:30]=[CH:29][CH:28]=2)[N:24]([CH3:23])[CH:25]=1)[C:20](=[O:22])/[CH:19]=[CH:18]/[C:16]1[CH:15]=[N:14][C:12]2[NH:13][C:7](=[O:6])[CH2:8][CH2:9][CH2:10][C:11]=2[CH:17]=1. The yield is 0.480.